This data is from Full USPTO retrosynthesis dataset with 1.9M reactions from patents (1976-2016). The task is: Predict the reactants needed to synthesize the given product. (1) Given the product [Br:9][C:10]1[CH:11]=[N:12][CH:13]=[C:14]([O:6][CH2:5][C:4]([F:8])([F:7])[F:3])[CH:15]=1, predict the reactants needed to synthesize it. The reactants are: [H-].[Na+].[F:3][C:4]([F:8])([F:7])[CH2:5][OH:6].[Br:9][C:10]1[CH:11]=[N:12][CH:13]=[C:14](Br)[CH:15]=1. (2) Given the product [O:8]=[C:6]([C:2]1[S:1][CH:5]=[CH:4][CH:3]=1)[CH2:7][C:11]([O:12][CH2:13][CH3:14])=[O:15], predict the reactants needed to synthesize it. The reactants are: [S:1]1[CH:5]=[CH:4][CH:3]=[C:2]1[C:6](=[O:8])[CH3:7].[H-].[Na+].[C:11](=O)([O:15]CC)[O:12][CH2:13][CH3:14]. (3) Given the product [C:1]([NH:5][S:6]([C:9]1[CH:10]=[C:11]([C:15]2[N:16]=[C:17]([C:21]([NH:24][OH:25])=[NH:22])[CH:18]=[CH:19][CH:20]=2)[CH:12]=[CH:13][CH:14]=1)(=[O:8])=[O:7])([CH3:4])([CH3:2])[CH3:3], predict the reactants needed to synthesize it. The reactants are: [C:1]([NH:5][S:6]([C:9]1[CH:14]=[CH:13][CH:12]=[C:11]([C:15]2[CH:20]=[CH:19][CH:18]=[C:17]([C:21]#[N:22])[N:16]=2)[CH:10]=1)(=[O:8])=[O:7])([CH3:4])([CH3:3])[CH3:2].Cl.[NH2:24][OH:25].C(=O)([O-])[O-].[Na+].[Na+]. (4) The reactants are: [C:1]1([C:13]2[C:14](=[O:28])[NH:15][C:16](=[O:27])[C:17]=2[C:18]2[C:26]3[C:21](=[CH:22][CH:23]=[CH:24][CH:25]=3)[NH:20][CH:19]=2)[C:11]2=[C:12]3[C:7](=[CH:8][CH:9]=[CH:10]2)[CH2:6][CH2:5][CH2:4][N:3]3[CH:2]=1.[H][H]. Given the product [C:1]1([C@H:13]2[C@@H:17]([C:18]3[C:26]4[C:21](=[CH:22][CH:23]=[CH:24][CH:25]=4)[NH:20][CH:19]=3)[C:16](=[O:27])[NH:15][C:14]2=[O:28])[C:11]2=[C:12]3[C:7](=[CH:8][CH:9]=[CH:10]2)[CH2:6][CH2:5][CH2:4][N:3]3[CH:2]=1, predict the reactants needed to synthesize it. (5) Given the product [C:15]([C:3]1[O:4][C:5]2[CH:10]=[C:9]([S:11]([CH3:14])(=[O:13])=[O:12])[CH:8]=[CH:7][C:6]=2[C:2]=1[O:1][S:24]([CH3:23])(=[O:26])=[O:25])#[N:16], predict the reactants needed to synthesize it. The reactants are: [OH:1][C:2]1[C:6]2[CH:7]=[CH:8][C:9]([S:11]([CH3:14])(=[O:13])=[O:12])=[CH:10][C:5]=2[O:4][C:3]=1[C:15]#[N:16].N1C=CC=CC=1.[CH3:23][S:24](Cl)(=[O:26])=[O:25].CN(C1C=CC=CN=1)C. (6) The reactants are: Cl[C:2]1[CH:11]=[CH:10][N:9]=[C:8]2[C:3]=1[CH:4]=[CH:5][C:6]([CH2:12][CH2:13][CH3:14])=[N:7]2.[NH2:15][C:16]1[CH:35]=[C:34]([Cl:36])[CH:33]=[CH:32][C:17]=1[O:18][C:19]1[CH:31]=[CH:30][C:22]([C:23]([NH:25][CH2:26][CH2:27][O:28][CH3:29])=[O:24])=[CH:21][CH:20]=1. Given the product [Cl:36][C:34]1[CH:33]=[CH:32][C:17]([O:18][C:19]2[CH:31]=[CH:30][C:22]([C:23]([NH:25][CH2:26][CH2:27][O:28][CH3:29])=[O:24])=[CH:21][CH:20]=2)=[C:16]([NH:15][C:2]2[C:3]3[C:8](=[N:7][C:6]([CH2:12][CH2:13][CH3:14])=[CH:5][CH:4]=3)[N:9]=[CH:10][CH:11]=2)[CH:35]=1, predict the reactants needed to synthesize it.